This data is from Full USPTO retrosynthesis dataset with 1.9M reactions from patents (1976-2016). The task is: Predict the reactants needed to synthesize the given product. (1) The reactants are: [CH:1]1[C:6]([CH2:7][CH2:8][C:9]2[C:13]3[C:14]([NH:16][C:17]([NH2:19])=[N:18][C:12]=3[NH:11][CH:10]=2)=[O:15])=[CH:5][CH:4]=[C:3]([C:20]([NH:22][C@@H:23]([C:29]([OH:31])=[O:30])[CH2:24][CH2:25][C:26]([OH:28])=[O:27])=[O:21])[CH:2]=1.[Na].[OH-].[Na+:34]. Given the product [CH:5]1[C:6]([CH2:7][CH2:8][C:9]2[C:13]3[C:14]([NH:16][C:17]([NH2:19])=[N:18][C:12]=3[NH:11][CH:10]=2)=[O:15])=[CH:1][CH:2]=[C:3]([C:20]([NH:22][C@@H:23]([C:29]([O-:31])=[O:30])[CH2:24][CH2:25][C:26]([O-:28])=[O:27])=[O:21])[CH:4]=1.[Na+:34].[Na+:34], predict the reactants needed to synthesize it. (2) Given the product [CH:1]1([C:4]2[N:8]3[CH2:9][CH2:10][CH2:11][C@@H:12]([C:13]4[N:17]5[CH:18]=[CH:19][N:20]=[C:21]([NH:22][CH2:23][C:24]6[CH:29]=[CH:28][C:27]([O:30][CH3:31])=[CH:26][C:25]=6[O:32][CH3:33])[C:16]5=[C:15]([C:34]5[CH:43]=[CH:42][C:37]([C:38]([OH:40])=[O:39])=[CH:36][CH:35]=5)[N:14]=4)[C:7]3=[N:6][N:5]=2)[CH2:3][CH2:2]1, predict the reactants needed to synthesize it. The reactants are: [CH:1]1([C:4]2[N:8]3[CH2:9][CH2:10][CH2:11][C@@H:12]([C:13]4[N:17]5[CH:18]=[CH:19][N:20]=[C:21]([NH:22][CH2:23][C:24]6[CH:29]=[CH:28][C:27]([O:30][CH3:31])=[CH:26][C:25]=6[O:32][CH3:33])[C:16]5=[C:15]([C:34]5[CH:43]=[CH:42][C:37]([C:38]([O:40]C)=[O:39])=[CH:36][CH:35]=5)[N:14]=4)[C:7]3=[N:6][N:5]=2)[CH2:3][CH2:2]1.Cl. (3) Given the product [CH:66]([NH:79][C:20](=[O:21])[CH2:19][CH2:18][N:15]1[CH2:14][CH2:13][CH:12]([NH:11][CH2:10][C@H:9]([OH:8])[C:23]2[CH:32]=[CH:31][C:30]([OH:33])=[C:29]3[C:24]=2[CH:25]=[CH:26][C:27](=[O:34])[NH:28]3)[CH2:17][CH2:16]1)([C:73]1[CH:74]=[CH:75][CH:76]=[CH:77][CH:78]=1)[C:67]1[CH:72]=[CH:71][CH:70]=[CH:69][CH:68]=1, predict the reactants needed to synthesize it. The reactants are: [Si]([O:8][C@H:9]([C:23]1[CH:32]=[CH:31][C:30]([OH:33])=[C:29]2[C:24]=1[CH:25]=[CH:26][C:27](=[O:34])[NH:28]2)[CH2:10][NH:11][CH:12]1[CH2:17][CH2:16][N:15]([CH2:18][CH2:19][C:20](O)=[O:21])[CH2:14][CH2:13]1)(C(C)(C)C)(C)C.CN(C(ON1N=NC2C=CC=NC1=2)=[N+](C)C)C.F[P-](F)(F)(F)(F)F.C(N(CC)CC)C.[CH:66]([NH2:79])([C:73]1[CH:78]=[CH:77][CH:76]=[CH:75][CH:74]=1)[C:67]1[CH:72]=[CH:71][CH:70]=[CH:69][CH:68]=1.